This data is from Forward reaction prediction with 1.9M reactions from USPTO patents (1976-2016). The task is: Predict the product of the given reaction. Given the reactants [P:1]([O-:13])([O:8][C:9]([CH3:12])([CH3:11])[CH3:10])([O:3][C:4]([CH3:7])([CH3:6])[CH3:5])=[O:2].[K+].P([O-])([O-])(O)=O.[K+].[K+].COC(C)(C)C.ClS(O[CH2:33][Cl:34])(=O)=O, predict the reaction product. The product is: [P:1]([O:13][CH2:33][Cl:34])([O:3][C:4]([CH3:6])([CH3:7])[CH3:5])([O:8][C:9]([CH3:12])([CH3:11])[CH3:10])=[O:2].